From a dataset of Catalyst prediction with 721,799 reactions and 888 catalyst types from USPTO. Predict which catalyst facilitates the given reaction. (1) Reactant: [F:1][C:2]1[CH:3]=[C:4]([C:21]2[CH:22]=[N:23][N:24]3[CH:29]=[CH:28][C:27]([N:30]4[C@@H:34]([C:35]5[CH:40]=[CH:39][CH:38]=[CH:37][CH:36]=5)[CH2:33][O:32][C:31]4=[O:41])=[N:26][C:25]=23)[CH:5]=[CH:6][C:7]=1[C:8]1[N:12]=[CH:11][N:10](COCC[Si](C)(C)C)[N:9]=1. Product: [F:1][C:2]1[CH:3]=[C:4]([C:21]2[CH:22]=[N:23][N:24]3[CH:29]=[CH:28][C:27]([N:30]4[C@@H:34]([C:35]5[CH:40]=[CH:39][CH:38]=[CH:37][CH:36]=5)[CH2:33][O:32][C:31]4=[O:41])=[N:26][C:25]=23)[CH:5]=[CH:6][C:7]=1[C:8]1[N:12]=[CH:11][NH:10][N:9]=1. The catalyst class is: 67. (2) Reactant: CC(C)=O.[OH:5][C@@H:6]1[C@@:13]([CH3:20])([CH2:14][CH2:15][CH:16]=[C:17]([CH3:19])[CH3:18])[C@@H:12]2[C@:21](O)([O:22]C)[C@@:8]([CH2:28][CH:29]=[C:30]([CH3:32])[CH3:31])([C:9]([O:26][CH3:27])=[CH:10][C:11]2=[O:25])[CH2:7]1.C1(C)C=CC(S([O-])(=O)=O)=CC=1.[NH+]1C=CC=CC=1.CCCCCC. Product: [OH:5][C@@H:6]1[C@@:13]([CH3:20])([CH2:14][CH2:15][CH:16]=[C:17]([CH3:18])[CH3:19])[C@@H:12]2[C:21](=[O:22])[C@@:8]([CH2:28][CH:29]=[C:30]([CH3:32])[CH3:31])([C:9]([O:26][CH3:27])=[CH:10][C:11]2=[O:25])[CH2:7]1. The catalyst class is: 238. (3) Product: [C:38]([O:42][C:43](=[O:44])[N:18]([CH:16]1[CH2:15][N:14]([CH:1]([C:2]2[CH:7]=[CH:6][CH:5]=[CH:4][CH:3]=2)[C:8]2[CH:9]=[CH:10][CH:11]=[CH:12][CH:13]=2)[CH2:17]1)[CH2:19][C@H:20]([OH:37])[CH2:21][O:22][C:23]1[CH:24]=[CH:25][C:26]([O:29][CH2:30][C:31]2[CH:32]=[CH:33][CH:34]=[CH:35][CH:36]=2)=[CH:27][CH:28]=1)([CH3:41])([CH3:40])[CH3:39]. Reactant: [CH:1]([N:14]1[CH2:17][CH:16]([NH:18][CH2:19][C@H:20]([OH:37])[CH2:21][O:22][C:23]2[CH:28]=[CH:27][C:26]([O:29][CH2:30][C:31]3[CH:36]=[CH:35][CH:34]=[CH:33][CH:32]=3)=[CH:25][CH:24]=2)[CH2:15]1)([C:8]1[CH:13]=[CH:12][CH:11]=[CH:10][CH:9]=1)[C:2]1[CH:7]=[CH:6][CH:5]=[CH:4][CH:3]=1.[C:38]([O:42][C:43](O[C:43]([O:42][C:38]([CH3:41])([CH3:40])[CH3:39])=[O:44])=[O:44])([CH3:41])([CH3:40])[CH3:39]. The catalyst class is: 4. (4) Reactant: Br[C:2]1[CH:7]=[CH:6][N:5]=[C:4]([Cl:8])[CH:3]=1.[C:9]([Si:11]([CH3:14])([CH3:13])[CH3:12])#[CH:10]. Product: [Cl:8][C:4]1[CH:3]=[C:2]([C:10]#[C:9][Si:11]([CH3:14])([CH3:13])[CH3:12])[CH:7]=[CH:6][N:5]=1. The catalyst class is: 337. (5) Reactant: [CH3:1][O:2][C:3](=[O:12])[C:4]1[CH:9]=[CH:8][C:7]([Br:10])=[CH:6][C:5]=1[CH3:11].[Br:13]N1C(=O)CCC1=O.C(OOC(=O)C1C=CC=CC=1)(=O)C1C=CC=CC=1. Product: [CH3:1][O:2][C:3](=[O:12])[C:4]1[CH:9]=[CH:8][C:7]([Br:10])=[CH:6][C:5]=1[CH2:11][Br:13]. The catalyst class is: 53.